Dataset: Full USPTO retrosynthesis dataset with 1.9M reactions from patents (1976-2016). Task: Predict the reactants needed to synthesize the given product. (1) The reactants are: [Cl:1][C:2]1[N:6]([C:7]2[CH:12]=[CH:11][C:10](B3OC(C)(C)C(C)(C)O3)=[CH:9][CH:8]=2)[C:5]([C:22]([O:24][CH2:25][CH3:26])=[O:23])=[C:4]([NH:27][C:28](=[O:32])[CH2:29][C:30]#[N:31])[CH:3]=1.Br[C:34]1[CH:35]=[C:36]([C:39]#[N:40])[S:37][CH:38]=1.C([O-])([O-])=O.[Na+].[Na+]. Given the product [Cl:1][C:2]1[N:6]([C:7]2[CH:8]=[CH:9][C:10]([C:34]3[CH:35]=[C:36]([C:39]#[N:40])[S:37][CH:38]=3)=[CH:11][CH:12]=2)[C:5]([C:22]([O:24][CH2:25][CH3:26])=[O:23])=[C:4]([NH:27][C:28](=[O:32])[CH2:29][C:30]#[N:31])[CH:3]=1, predict the reactants needed to synthesize it. (2) Given the product [CH:1]1([CH2:5][O:6][C:7]2[C:12]3[C:13]([O:16][CH2:17][CH:18]4[CH2:19][CH2:20][N:21]([CH2:24][C:26]5([C:32]([O:34][CH3:35])=[O:33])[CH2:31][CH2:30][O:29][CH2:28][CH2:27]5)[CH2:22][CH2:23]4)=[N:14][O:15][C:11]=3[CH:10]=[CH:9][CH:8]=2)[CH2:2][CH2:3][CH2:4]1, predict the reactants needed to synthesize it. The reactants are: [CH:1]1([CH2:5][O:6][C:7]2[C:12]3[C:13]([O:16][CH2:17][CH:18]4[CH2:23][CH2:22][NH:21][CH2:20][CH2:19]4)=[N:14][O:15][C:11]=3[CH:10]=[CH:9][CH:8]=2)[CH2:4][CH2:3][CH2:2]1.[CH:24]([C:26]1([C:32]([O:34][CH3:35])=[O:33])[CH2:31][CH2:30][O:29][CH2:28][CH2:27]1)=O.C(C1(C(OC)=O)CCC1)=O. (3) The reactants are: [CH3:1][C:2]1[C:6]([C:7]([OH:9])=O)=[CH:5][O:4][N:3]=1.[NH2:10][C:11]1[N:16]=[CH:15][C:14]2[C:17]([CH3:25])([CH3:24])[C:18](=[O:23])[N:19]([CH:20]3[CH2:22][CH2:21]3)[C:13]=2[CH:12]=1. Given the product [CH:20]1([N:19]2[C:13]3[CH:12]=[C:11]([NH:10][C:7]([C:6]4[C:2]([CH3:1])=[N:3][O:4][CH:5]=4)=[O:9])[N:16]=[CH:15][C:14]=3[C:17]([CH3:24])([CH3:25])[C:18]2=[O:23])[CH2:22][CH2:21]1, predict the reactants needed to synthesize it.